Dataset: Full USPTO retrosynthesis dataset with 1.9M reactions from patents (1976-2016). Task: Predict the reactants needed to synthesize the given product. (1) Given the product [CH3:1][O:2][C:3]1[CH:4]=[CH:5][C:6]([NH:11][C:12]2[C:13]3[N:14]([CH:40]=[CH:41][N:42]=3)[N:15]=[C:16]([C:18]3[CH:19]=[C:20]([CH:37]=[CH:38][CH:39]=3)[C:21]([NH:23][C:24]3[CH:36]=[CH:35][C:27]([C:28]([OH:30])=[O:29])=[CH:26][CH:25]=3)=[O:22])[CH:17]=2)=[N:7][C:8]=1[O:9][CH3:10], predict the reactants needed to synthesize it. The reactants are: [CH3:1][O:2][C:3]1[CH:4]=[CH:5][C:6]([NH:11][C:12]2[C:13]3[N:14]([CH:40]=[CH:41][N:42]=3)[N:15]=[C:16]([C:18]3[CH:19]=[C:20]([CH:37]=[CH:38][CH:39]=3)[C:21]([NH:23][C:24]3[CH:36]=[CH:35][C:27]([C:28]([O:30]C(C)(C)C)=[O:29])=[CH:26][CH:25]=3)=[O:22])[CH:17]=2)=[N:7][C:8]=1[O:9][CH3:10].C(O)(C(F)(F)F)=O. (2) Given the product [NH2:11][C:12]1[C:13]([CH2:14][NH2:15])=[C:1]([C:3]2[CH:10]=[CH:9][C:6]([CH2:7][NH2:8])=[CH:5][CH:4]=2)[C:13]2[C:14](=[O:21])[N:15]([CH3:20])[C:16](=[O:19])[N:17]([CH3:18])[C:12]=2[N:11]=1, predict the reactants needed to synthesize it. The reactants are: [CH:1]([C:3]1[CH:10]=[CH:9][C:6]([C:7]#[N:8])=[CH:5][CH:4]=1)=O.[NH2:11][C:12]1[N:17]([CH3:18])[C:16](=[O:19])[N:15]([CH3:20])[C:14](=[O:21])[CH:13]=1. (3) Given the product [CH2:1]([N:3]([CH2:4][CH:5]=[CH:6][C:7]1[CH:12]=[CH:11][CH:10]=[CH:9][CH:8]=1)[CH2:25][CH2:26][C:27]([O:29][CH2:30][CH3:31])=[O:28])[CH3:2], predict the reactants needed to synthesize it. The reactants are: [CH2:1]([NH:3][CH2:4][CH:5]=[CH:6][C:7]1[CH:12]=[CH:11][CH:10]=[CH:9][CH:8]=1)[CH3:2].C(=O)([O-])[O-].[K+].[K+].CN(C)C=O.Br[CH2:25][CH2:26][C:27]([O:29][CH2:30][CH3:31])=[O:28]. (4) Given the product [CH3:2][C@@H:3]1[CH2:7][CH2:6][CH2:5][N:4]1[CH2:8][CH2:10][C:11]1[CH:12]=[N:13][C:14]2[C:19]([N:20]=1)=[CH:18][C:17]([C:21]1[CH:28]=[CH:27][C:24]([C:25]#[N:26])=[CH:23][CH:22]=1)=[CH:16][CH:15]=2, predict the reactants needed to synthesize it. The reactants are: Cl.[CH3:2][C@@H:3]1[CH2:7][CH2:6][CH2:5][NH:4]1.[CH2:8]=O.[CH3:10][C:11]1[CH:12]=[N:13][C:14]2[C:19]([N:20]=1)=[CH:18][C:17]([C:21]1[CH:28]=[CH:27][C:24]([C:25]#[N:26])=[CH:23][CH:22]=1)=[CH:16][CH:15]=2. (5) Given the product [CH3:29][O:28][C:10]1[CH:11]=[C:12]2[C:17](=[CH:18][C:9]=1[OH:8])[N:16]=[CH:15][CH:14]=[C:13]2[S:19][C:20]1[S:21][C:22]([N+:25]([O-:27])=[O:26])=[CH:23][N:24]=1, predict the reactants needed to synthesize it. The reactants are: C([O:8][C:9]1[CH:18]=[C:17]2[C:12]([C:13]([S:19][C:20]3[S:21][C:22]([N+:25]([O-:27])=[O:26])=[CH:23][N:24]=3)=[CH:14][CH:15]=[N:16]2)=[CH:11][C:10]=1[O:28][CH3:29])C1C=CC=CC=1.C1(SC)C=CC=CC=1. (6) Given the product [C:1]([C:3]1[C:4]2[O:29][C:10]([C:11]3[CH:12]=[CH:13][C:14]([C:17]4([NH:21][C:22](=[O:28])[O:23][C:24]([CH3:25])([CH3:27])[CH3:26])[CH2:18][CH2:19][CH2:20]4)=[CH:15][CH:16]=3)=[C:9]([I:31])[C:5]=2[CH:6]=[CH:7][CH:8]=1)#[N:2], predict the reactants needed to synthesize it. The reactants are: [C:1]([C:3]1[C:4]([O:29]C)=[C:5]([C:9]#[C:10][C:11]2[CH:16]=[CH:15][C:14]([C:17]3([NH:21][C:22](=[O:28])[O:23][C:24]([CH3:27])([CH3:26])[CH3:25])[CH2:20][CH2:19][CH2:18]3)=[CH:13][CH:12]=2)[CH:6]=[CH:7][CH:8]=1)#[N:2].[I:31]Cl. (7) Given the product [C:41]([CH:40]([NH2:49])[CH2:39][CH2:38][C:36]1[C:35]2[C:30](=[C:31]([OH:50])[CH:32]=[CH:33][CH:34]=2)[N:29]=[C:28]([C:26]([OH:27])=[O:25])[CH:37]=1)(=[O:48])[C:42]1[CH:47]=[CH:46][CH:45]=[CH:44][CH:43]=1, predict the reactants needed to synthesize it. The reactants are: COC(C1C=C(O)C2C(=C(OCC3C=CC=CC=3)C=CC=2)N=1)=O.C[O:25][C:26]([C:28]1[CH:37]=[C:36]([CH2:38][CH2:39][CH:40]([NH2:49])[C:41](=[O:48])[C:42]2[CH:47]=[CH:46][CH:45]=[CH:44][CH:43]=2)[C:35]2[C:30](=[C:31]([OH:50])[CH:32]=[CH:33][CH:34]=2)[N:29]=1)=[O:27].